This data is from Forward reaction prediction with 1.9M reactions from USPTO patents (1976-2016). The task is: Predict the product of the given reaction. (1) Given the reactants [Si:1]([O:8][CH:9]1[CH2:13][CH2:12][CH:11]([OH:14])[CH2:10]1)([C:4]([CH3:7])([CH3:6])[CH3:5])([CH3:3])[CH3:2].C(N(CC)CC)C.[CH3:22][S:23](Cl)(=[O:25])=[O:24], predict the reaction product. The product is: [Si:1]([O:8][CH:9]1[CH2:13][CH2:12][CH:11]([O:14][S:23]([CH3:22])(=[O:25])=[O:24])[CH2:10]1)([C:4]([CH3:7])([CH3:6])[CH3:5])([CH3:3])[CH3:2]. (2) Given the reactants [C:1]([C:3]1[CH:23]=[CH:22][C:6]([O:7][CH:8]([CH2:14][C:15]2[CH:20]=[CH:19][C:18]([OH:21])=[CH:17][CH:16]=2)[C:9]([O:11][CH2:12][CH3:13])=[O:10])=[CH:5][CH:4]=1)#[N:2].CS(O[CH2:29][CH2:30][NH:31][C:32](=[O:38])[O:33][C:34]([CH3:37])([CH3:36])[CH3:35])(=O)=O.C(=O)([O-])[O-].[K+].[K+], predict the reaction product. The product is: [C:34]([O:33][C:32]([NH:31][CH2:30][CH2:29][O:21][C:18]1[CH:17]=[CH:16][C:15]([CH2:14][CH:8]([O:7][C:6]2[CH:5]=[CH:4][C:3]([C:1]#[N:2])=[CH:23][CH:22]=2)[C:9]([O:11][CH2:12][CH3:13])=[O:10])=[CH:20][CH:19]=1)=[O:38])([CH3:37])([CH3:36])[CH3:35]. (3) Given the reactants C(N(CC)CC)C.[CH3:8][O:9][C:10]1[CH:11]=[C:12]2[C:17](=[CH:18][CH:19]=1)[C:16]([O:20][C:21]1[CH:26]=[CH:25][C:24]([O:27][CH2:28][CH2:29][N:30]3[CH2:35][CH2:34][CH2:33][CH2:32][CH2:31]3)=[CH:23][CH:22]=1)=[C:15]([OH:36])[CH:14]=[CH:13]2.[F:37][C:38]([F:51])([F:50])[S:39](O[S:39]([C:38]([F:51])([F:50])[F:37])(=[O:41])=[O:40])(=[O:41])=[O:40], predict the reaction product. The product is: [F:37][C:38]([F:51])([F:50])[S:39]([O:36][C:15]1[CH:14]=[CH:13][C:12]2[C:17](=[CH:18][CH:19]=[C:10]([O:9][CH3:8])[CH:11]=2)[C:16]=1[O:20][C:21]1[CH:22]=[CH:23][C:24]([O:27][CH2:28][CH2:29][N:30]2[CH2:31][CH2:32][CH2:33][CH2:34][CH2:35]2)=[CH:25][CH:26]=1)(=[O:41])=[O:40].